Binary Classification. Given protein and peptide amino acid sequences, predict whether they interact or not. From a dataset of Protein-peptide binding for MDM2, ACE2, and 12ca5 with 34 validated binders. The peptide is LTFPHYWAELTSK. The protein target is MDM2 with sequence MCNTNMSVPTDGAVTTSQIPASEQETLVRPKPLLLKLLKSVGAQKDTYTMKEVLFYLGQYIMTKRLYDEKQQHIVYCSNDLLGDLFGVPSFSVKEHRKIYTMIYRNLVVVNQQESSDSGTSVSENRCHLEGGSDQKDLVQELQEEKPSSSHLVSRPSTSSRRRAISETEENSDELSGERQRKRHKSDSISLSFDESLALCVIREICCERSSSSESTGTPSNPDLDAGVSEHSGDWLDQDSVSDQFSVEFEVESLDSEDYSLSEEGQELSDEDDEVYQVTVYQAGESDTDSFEEDPEISLADYWKCTSCNEMNPPLPSHCNRCWALRENWLPEDKGKDKGEISEKAKLENSTQAEEGFDVPDCKKTIVNDSRESCVEENDDKITQASQSQESEDYSQPSTSSSIIYSSQEDVKEFEREETQDKEESVESSLPLNAIEPCVICQGRPKNGCIVHGKTGHLMACFTCAKKLKKRNKPCPVCRQPIQMIVLTYFP.